From a dataset of Reaction yield outcomes from USPTO patents with 853,638 reactions. Predict the reaction yield, written as a fraction of the theoretical maximum amount of product (1.0 means a 100% yield; for example, 0.34 means a 34% yield). (1) The reactants are [H-].[Na+].[C:3]([C:7]1[CH:8]=[C:9]2[C:14](=[C:15]([F:17])[CH:16]=1)[C:13](=[O:18])[NH:12][N:11]=[CH:10]2)([CH3:6])([CH3:5])[CH3:4].[Br:19][C:20]1[CH:25]=[CH:24][C:23]([CH2:26]Br)=[CH:22][C:21]=1[CH2:28][O:29][CH2:30][O:31][CH3:32].O. The catalyst is CN(C=O)C. The product is [Br:19][C:20]1[CH:25]=[CH:24][C:23]([CH2:26][N:12]2[N:11]=[CH:10][C:9]3[C:14](=[C:15]([F:17])[CH:16]=[C:7]([C:3]([CH3:6])([CH3:4])[CH3:5])[CH:8]=3)[C:13]2=[O:18])=[CH:22][C:21]=1[CH2:28][O:29][CH2:30][O:31][CH3:32]. The yield is 0.270. (2) The reactants are [NH2:1][C@@H:2]([C:23]1[CH:28]=[CH:27][C:26]([F:29])=[CH:25][C:24]=1[Cl:30])[C:3]1[S:7][C:6]([NH:8][C:9]([C:11]2([C:14]3[CH:22]=[CH:21][C:17]4[O:18][CH2:19][O:20][C:16]=4[CH:15]=3)[CH2:13][CH2:12]2)=[O:10])=[N:5][CH:4]=1.[Si:31]([O:38][C@@H:39]([CH2:43]Cl)[CH2:40][CH:41]=O)([C:34]([CH3:37])([CH3:36])[CH3:35])([CH3:33])[CH3:32].[BH4-].[Na+]. The catalyst is CO.O. The product is [O:18]1[C:17]2[CH:21]=[CH:22][C:14]([C:11]3([C:9]([NH:8][C:6]4[S:7][C:3]([C@@H:2]([N:1]5[CH2:41][CH2:40][C@@H:39]([O:38][Si:31]([C:34]([CH3:36])([CH3:35])[CH3:37])([CH3:32])[CH3:33])[CH2:43]5)[C:23]5[CH:28]=[CH:27][C:26]([F:29])=[CH:25][C:24]=5[Cl:30])=[CH:4][N:5]=4)=[O:10])[CH2:12][CH2:13]3)=[CH:15][C:16]=2[O:20][CH2:19]1. The yield is 0.590. (3) The reactants are [Cl:1][C:2]1[C:10]2[O:9][CH:8]([CH2:11][NH:12][C:13](=[O:22])/[CH:14]=[CH:15]/[C:16]3[CH:17]=[N:18][CH:19]=[CH:20][CH:21]=3)[CH2:7][C:6]=2[CH:5]=[C:4]([C:23]2[CH:33]=[CH:32][C:26]([C:27]([O:29]CC)=[O:28])=[CH:25][CH:24]=2)[CH:3]=1.O[Li].O.O.O.O.O.O.Cl. The catalyst is C1COCC1.O. The product is [Cl:1][C:2]1[C:10]2[O:9][CH:8]([CH2:11][NH:12][C:13](=[O:22])/[CH:14]=[CH:15]/[C:16]3[CH:17]=[N:18][CH:19]=[CH:20][CH:21]=3)[CH2:7][C:6]=2[CH:5]=[C:4]([C:23]2[CH:24]=[CH:25][C:26]([C:27]([OH:29])=[O:28])=[CH:32][CH:33]=2)[CH:3]=1. The yield is 0.730. (4) The reactants are O[C:2]1[C:7]([N+]([O-])=O)=[CH:6][C:5]([F:11])=[CH:4][N:3]=1.[OH:12][C:13]1C=CC(F)=CN=1.NC1C=CC(OC)=NC=1. No catalyst specified. The product is [CH3:13][O:12][C:4]1[C:5]([F:11])=[CH:6][CH:7]=[CH:2][N:3]=1. The yield is 1.00. (5) The reactants are C(O[N:5]=[C:6]([C:8]1[CH:13]=[C:12]([CH3:14])[C:11]([Br:15])=[CH:10][C:9]=1[OH:16])[CH3:7])(=O)C.CC(=O)OCC. The catalyst is C(Cl)Cl.CCCCCC. The product is [Br:15][C:11]1[C:12]([CH3:14])=[CH:13][C:8]2[C:6]([CH3:7])=[N:5][O:16][C:9]=2[CH:10]=1. The yield is 0.233. (6) The reactants are [CH3:1][Mg]Br.[CH3:4][CH:5]1[CH:10]=[C:9]([CH3:11])[CH2:8][CH2:7][C:6]1([CH:14]=[CH2:15])[CH:12]=[O:13].[NH4+].[Cl-]. No catalyst specified. The product is [CH3:4][CH:5]1[CH:10]=[C:9]([CH3:11])[CH2:8][CH2:7][C:6]1([CH:12]([OH:13])[CH3:1])[CH:14]=[CH2:15]. The yield is 0.530. (7) The yield is 0.500. The catalyst is CN(C=O)C. The product is [Br:11][C:12]1[CH:17]=[C:16]([CH:15]=[C:14]([O:19][CH3:20])[CH:13]=1)[O:3][CH:4]1[CH2:9][CH2:8][N:7]([CH3:10])[CH2:6][CH2:5]1. The reactants are [H-].[Na+].[OH:3][CH:4]1[CH2:9][CH2:8][N:7]([CH3:10])[CH2:6][CH2:5]1.[Br:11][C:12]1[CH:13]=[C:14]([O:19][CH3:20])[CH:15]=[C:16](F)[CH:17]=1.O. (8) The reactants are Br[C:2]1[CH:11]=[C:10](Br)[C:9]([O:13]C(C)C)=[C:8]2[C:3]=1[CH:4]=[CH:5][CH:6]=[N:7]2.[C:17]1(B(O)O)[CH:22]=[CH:21][CH:20]=[CH:19][CH:18]=1.C([O-])([O-])=O.[Na+].[Na+].CCO.[CH:35]1[CH:40]=[CH:39][CH:38]=[CH:37][CH:36]=1. The catalyst is C1C=CC([P]([Pd]([P](C2C=CC=CC=2)(C2C=CC=CC=2)C2C=CC=CC=2)([P](C2C=CC=CC=2)(C2C=CC=CC=2)C2C=CC=CC=2)[P](C2C=CC=CC=2)(C2C=CC=CC=2)C2C=CC=CC=2)(C2C=CC=CC=2)C2C=CC=CC=2)=CC=1. The product is [C:17]1([C:2]2[CH:11]=[C:10]([C:35]3[CH:40]=[CH:39][CH:38]=[CH:37][CH:36]=3)[C:9]([OH:13])=[C:8]3[C:3]=2[CH:4]=[CH:5][CH:6]=[N:7]3)[CH:22]=[CH:21][CH:20]=[CH:19][CH:18]=1. The yield is 0.910.